Predict the reactants needed to synthesize the given product. From a dataset of Full USPTO retrosynthesis dataset with 1.9M reactions from patents (1976-2016). The reactants are: [CH2:1]([N:3]([CH2:50][CH3:51])[CH2:4][CH2:5][N:6]([C:24]([CH2:26][N:27]1[CH:32]=[C:31]([CH2:33][C:34]2[CH:35]=[N:36][N:37]([CH3:39])[CH:38]=2)[C:30](=[O:40])[N:29]=[C:28]1[S:41][CH2:42][C:43]1[CH:48]=[CH:47][C:46]([F:49])=[CH:45][CH:44]=1)=[O:25])[CH2:7][C:8]1[CH:9]=[CH:10][C:11]([C:14]2[CH:19]=[CH:18][C:17]([C:20]([F:23])([F:22])[F:21])=[CH:16][CH:15]=2)=[N:12][CH:13]=1)[CH3:2].[ClH:52].CCOCC. Given the product [ClH:52].[CH2:50]([N:3]([CH2:1][CH3:2])[CH2:4][CH2:5][N:6]([C:24]([CH2:26][N:27]1[CH:32]=[C:31]([CH2:33][C:34]2[CH:35]=[N:36][N:37]([CH3:39])[CH:38]=2)[C:30](=[O:40])[N:29]=[C:28]1[S:41][CH2:42][C:43]1[CH:48]=[CH:47][C:46]([F:49])=[CH:45][CH:44]=1)=[O:25])[CH2:7][C:8]1[CH:9]=[CH:10][C:11]([C:14]2[CH:19]=[CH:18][C:17]([C:20]([F:21])([F:22])[F:23])=[CH:16][CH:15]=2)=[N:12][CH:13]=1)[CH3:51], predict the reactants needed to synthesize it.